This data is from Clinical trial toxicity outcomes and FDA approval status for drugs. The task is: Regression/Classification. Given a drug SMILES string, predict its toxicity properties. Task type varies by dataset: regression for continuous values (e.g., LD50, hERG inhibition percentage) or binary classification for toxic/non-toxic outcomes (e.g., AMES mutagenicity, cardiotoxicity, hepatotoxicity). Dataset: clintox. (1) The drug is CC(C)[NH2+]CC1CCc2cc(CO)c([N+](=O)[O-])cc2N1. The result is 0 (passed clinical trial). (2) The molecule is C[N+]1(CCCCC[N+]2(C)CCCC2)CCCC1. The result is 0 (passed clinical trial). (3) The drug is C[NH2+]C[C@H](O)c1ccc(O)c(O)c1. The result is 0 (passed clinical trial). (4) The drug is O=C1O[C@H](CO)[C@@H](O)[C@H](O)[C@H]1O. The result is 0 (passed clinical trial). (5) The drug is CC1(C)S[C@@H]2[C@H](NC(=O)[C@H](C(=O)[O-])c3ccsc3)C(=O)N2[C@H]1C(=O)[O-]. The result is 0 (passed clinical trial). (6) The molecule is CCC(=O)O[C@H]1CC[C@H]2[C@@H]3CCC4=CC(=O)CC[C@]4(C)[C@H]3CC[C@]12C. The result is 0 (passed clinical trial). (7) The molecule is Cc1c(OCC(F)(F)F)ccnc1C[S@@](=O)c1nc2ccccc2[nH]1. The result is 0 (passed clinical trial).